Dataset: Experimentally validated miRNA-target interactions with 360,000+ pairs, plus equal number of negative samples. Task: Binary Classification. Given a miRNA mature sequence and a target amino acid sequence, predict their likelihood of interaction. (1) The miRNA is hsa-miR-1203 with sequence CCCGGAGCCAGGAUGCAGCUC. The protein sequence of the target gene is MLAPIPEPKPGDLIEIFRPMYRHWAIYVGDGYVIHLAPPSEIAGAGAASIMSALTDKAIVKKELLCHVAGKDKYQVNNKHDEEYTPLPLSKIIQRAERLVGQEVLYRLTSENCEHFVNELRYGVPRSDQVRDAVKAVGIAGVGLAALGLVGVMLSRNKKQKQ. Result: 0 (no interaction). (2) The protein sequence of the target gene is MKSGPGIQAAIDLTAGAAGGTACVLTGQPFDTIKVKMQTFPDLYKGLTDCFLKTYAQVGLRGFYKGTGPALMAYVAENSVLFMCYGFCQQFVRKVAGMDKQAKLSDLQTAAAGSFASAFAALALCPTELVKCRLQTMYEMEMSGKIAKSHNTIWSVVKGILKKDGPLGFYHGLSSTLLQEVPGYFFFFGGYELSRSFFASGRSKDELGPVHLMLSGGVAGICLWLVVFPVDCIKSRIQVLSMYGKQAGFIGTLLSVVRNEGIVALYSGLKATMIRAIPANGALFVAYEYSRKMMMKQLEA.... The miRNA is hsa-miR-1249-3p with sequence ACGCCCUUCCCCCCCUUCUUCA. Result: 0 (no interaction). (3) The miRNA is ath-miR400 with sequence UAUGAGAGUAUUAUAAGUCAC. The protein sequence of the target gene is MLLPKKMKLLLFLVSQMAILALFFHMYSHNISSLSMKAQPERMHVLVLSSWRSGSSFVGQLFGQHPDVFYLMEPAWHVWMTFKQSTAWMLHMAVRDLIRAVFLCDMSVFDAYMEPGPRRQSSLFQWENSRALCSAPACDIIPQDEIIPRAHCRLLCSQQPFEVVEKACRSYSHVVLKEVRFFNLQSLYPLLKDPSLNLHIVHLVRDPRAVFRSRERTKGDLMIDSRIVMGQHEQKLKKEDQPYYVMQVICQSQLEIYKTIQSLPKALQERYLLVRYEDLARAPVAQTSRMYEFVGLEFLP.... Result: 0 (no interaction). (4) The miRNA is hsa-miR-6883-5p with sequence AGGGAGGGUGUGGUAUGGAUGU. The protein sequence of the target gene is MDLPRGLVVAWALSLWPGFTDTFNMDTRKPRVIPGSRTAFFGYTVQQHDISGNKWLVVGAPLETNGYQKTGDVYKCPVIHGNCTKLNLGRVTLSNVSERKDNMRLGLSLATNPKDNSFLACSPLWSHECGSSYYTTGMCSRVNSNFRFSKTVAPALQRCQTYMDIVIVLDGSNSIYPWVEVQHFLINILKKFYIGPGQIQVGVVQYGEDVVHEFHLNDYRSVKDVVEAASHIEQRGGTETRTAFGIEFARSEAFQKGGRKGAKKVMIVITDGESHDSPDLEKVIQQSERDNVTRYAVAVL.... Result: 1 (interaction).